Task: Regression. Given a peptide amino acid sequence and an MHC pseudo amino acid sequence, predict their binding affinity value. This is MHC class I binding data.. Dataset: Peptide-MHC class I binding affinity with 185,985 pairs from IEDB/IMGT (1) The peptide sequence is LLDDGWAGE. The MHC is HLA-A25:01 with pseudo-sequence HLA-A25:01. The binding affinity (normalized) is 0.0847. (2) The peptide sequence is MNFKRRGGIGD. The MHC is Mamu-B08 with pseudo-sequence Mamu-B08. The binding affinity (normalized) is 0. (3) The peptide sequence is IYQEPFKNLK. The binding affinity (normalized) is 0.0247. The MHC is HLA-A24:02 with pseudo-sequence HLA-A24:02. (4) The peptide sequence is KIDVVGIEW. The MHC is HLA-B51:01 with pseudo-sequence HLA-B51:01. The binding affinity (normalized) is 0.0847. (5) The peptide sequence is HMYISKKAK. The MHC is HLA-A11:01 with pseudo-sequence HLA-A11:01. The binding affinity (normalized) is 0.395. (6) The peptide sequence is YNYSLTLEW. The binding affinity (normalized) is 0.213. The MHC is HLA-B15:01 with pseudo-sequence HLA-B15:01. (7) The peptide sequence is PYLFWLAAI. The MHC is HLA-B58:01 with pseudo-sequence HLA-B58:01. The binding affinity (normalized) is 0.